From a dataset of Forward reaction prediction with 1.9M reactions from USPTO patents (1976-2016). Predict the product of the given reaction. (1) Given the reactants ClC(Cl)(O[C:5](=[O:11])OC(Cl)(Cl)Cl)Cl.[CH:13]([N:16]1[C:20]2[N:21]=[C:22]([C:31]3[CH:36]=[CH:35][C:34]([NH2:37])=[CH:33][CH:32]=3)[N:23]=[C:24]([N:25]3[CH2:30][CH2:29][O:28][CH2:27][CH2:26]3)[C:19]=2[N:18]=[N:17]1)([CH3:15])[CH3:14].[NH2:38][C:39]1[CH:44]=[CH:43][N:42]=[CH:41][CH:40]=1.CCN(CC)CC, predict the reaction product. The product is: [CH:13]([N:16]1[C:20]2[N:21]=[C:22]([C:31]3[CH:32]=[CH:33][C:34]([NH:37][C:5]([NH:38][C:39]4[CH:44]=[CH:43][N:42]=[CH:41][CH:40]=4)=[O:11])=[CH:35][CH:36]=3)[N:23]=[C:24]([N:25]3[CH2:30][CH2:29][O:28][CH2:27][CH2:26]3)[C:19]=2[N:18]=[N:17]1)([CH3:15])[CH3:14]. (2) The product is: [F:41][C:37]1[C:36]([C:2]2[N:3]=[C:4]([N:19]3[CH2:24][CH2:23][O:22][CH2:21][CH2:20]3)[C:5]3[N:11]=[C:10]([CH2:12][NH:13][C:14](=[O:18])[CH:15]([CH3:17])[CH3:16])[CH:9]=[CH:8][C:6]=3[N:7]=2)=[C:35]2[C:40](=[CH:39][CH:38]=1)[NH:32][CH:33]=[CH:34]2. Given the reactants Cl[C:2]1[N:3]=[C:4]([N:19]2[CH2:24][CH2:23][O:22][CH2:21][CH2:20]2)[C:5]2[N:11]=[C:10]([CH2:12][NH:13][C:14](=[O:18])[CH:15]([CH3:17])[CH3:16])[CH:9]=[CH:8][C:6]=2[N:7]=1.[Si]([N:32]1[C:40]2[C:35](=[C:36](B3OC(C)(C)C(C)(C)O3)[C:37]([F:41])=[CH:38][CH:39]=2)[CH:34]=[CH:33]1)(C(C)(C)C)(C)C, predict the reaction product. (3) Given the reactants C(O)(=O)CCCCC(O)=O.[CH2:11]=[CH:12][CH2:13][CH2:14][CH2:15][CH2:16][CH2:17][CH3:18].O=O.[CH2:21]([CH:29]([CH2:33][CH2:34][CH2:35][C:36]([OH:38])=[O:37])[C:30]([OH:32])=[O:31])[CH2:22][CH2:23][CH2:24][CH2:25][CH2:26][CH2:27][CH3:28], predict the reaction product. The product is: [CH2:21]([CH:29]([CH2:33][CH2:34][CH:35]([CH2:11][CH2:12][CH2:13][CH2:14][CH2:15][CH2:16][CH2:17][CH3:18])[C:36]([OH:38])=[O:37])[C:30]([OH:32])=[O:31])[CH2:22][CH2:23][CH2:24][CH2:25][CH2:26][CH2:27][CH3:28]. (4) Given the reactants C[O:2][C:3]([C:5]1[N:6](C(OC(C)(C)C)=O)[CH:7]=[C:8]([C:10]2[CH:15]=[CH:14][CH:13]=[C:12]([N:16]3[N:25]=[CH:24][C:23]4[C:18](=[CH:19][CH:20]=[C:21]([C:26]([CH3:29])([CH3:28])[CH3:27])[CH:22]=4)[C:17]3=[O:30])[C:11]=2[CH2:31][O:32]C(=O)C)[CH:9]=1)=[O:4].[OH-].[Na+], predict the reaction product. The product is: [C:26]([C:21]1[CH:22]=[C:23]2[C:18](=[CH:19][CH:20]=1)[C:17](=[O:30])[N:16]([C:12]1[C:11]([CH2:31][OH:32])=[C:10]([C:8]3[CH:9]=[C:5]([C:3]([OH:4])=[O:2])[NH:6][CH:7]=3)[CH:15]=[CH:14][CH:13]=1)[N:25]=[CH:24]2)([CH3:29])([CH3:27])[CH3:28]. (5) Given the reactants C[O:2][C:3](=[O:16])[C:4]1[CH:9]=[CH:8][CH:7]=[C:6]([N:10]2[CH2:15][CH2:14][CH2:13][CH2:12][CH2:11]2)[CH:5]=1.COC(=O)C1C=CC(N2CCCC2)=CC=1, predict the reaction product. The product is: [N:10]1([C:6]2[CH:5]=[C:4]([CH:9]=[CH:8][CH:7]=2)[C:3]([OH:16])=[O:2])[CH2:15][CH2:14][CH2:13][CH2:12][CH2:11]1. (6) Given the reactants [N:1]([C@@H:4]1[CH2:8][CH2:7][N:6]([C:9]([O:11][C:12]([CH3:15])([CH3:14])[CH3:13])=[O:10])[C@@H:5]1[C:16]([OH:18])=O)=[N+:2]=[N-:3].C(Cl)CCl.N1C2C(=NC=CC=2)N(O)N=1.CN1CCOCC1.[NH2:40][C@@H:41]([CH2:46][C:47]1[CH:56]=[CH:55][C:54]2[C:49](=[CH:50][CH:51]=[CH:52][CH:53]=2)[CH:48]=1)[C:42]([O:44][CH3:45])=[O:43], predict the reaction product. The product is: [N:1]([C@@H:4]1[CH2:8][CH2:7][N:6]([C:9]([O:11][C:12]([CH3:13])([CH3:14])[CH3:15])=[O:10])[C@@H:5]1[C:16](=[O:18])[NH:40][C@@H:41]([CH2:46][C:47]1[CH:56]=[CH:55][C:54]2[C:49](=[CH:50][CH:51]=[CH:52][CH:53]=2)[CH:48]=1)[C:42]([O:44][CH3:45])=[O:43])=[N+:2]=[N-:3]. (7) The product is: [ClH:43].[CH2:16]([O:15][C:13]1[CH:12]=[CH:11][C:10]2[N:23]=[C:24]([CH2:25][O:26][C:27]3[CH:28]=[CH:29][C:30]([CH2:33][CH:34]4[S:38][C:37](=[O:39])[NH:36][C:35]4=[O:40])=[CH:31][CH:32]=3)[N:7]([CH3:8])[C:9]=2[CH:14]=1)[C:17]1[CH:22]=[CH:21][CH:20]=[CH:19][CH:18]=1. Given the reactants C(OC(=O)[N:7]([C:9]1[CH:14]=[C:13]([O:15][CH2:16][C:17]2[CH:22]=[CH:21][CH:20]=[CH:19][CH:18]=2)[CH:12]=[CH:11][C:10]=1[NH:23][C:24](=O)[CH2:25][O:26][C:27]1[CH:32]=[CH:31][C:30]([CH2:33][CH:34]2[S:38][C:37](=[O:39])[NH:36][C:35]2=[O:40])=[CH:29][CH:28]=1)[CH3:8])(C)(C)C.[ClH:43], predict the reaction product.